Dataset: Forward reaction prediction with 1.9M reactions from USPTO patents (1976-2016). Task: Predict the product of the given reaction. (1) Given the reactants [NH2:1][CH2:2][C:3]1[CH:8]=[CH:7][C:6]([S:9]([NH2:12])(=[O:11])=[O:10])=[CH:5][CH:4]=1.C1(P(C2CCCCC2)C2C=CC=CC=2C2C(C(C)C)=CC(C(C)C)=CC=2C(C)C)CCCCC1.C(=O)([O-])[O-].[Cs+].[Cs+].Cl[C:54]1[CH:59]=[C:58]([O:60][CH3:61])[N:57]=[C:56]([S:62][CH2:63][C:64]2[CH:69]=[CH:68][CH:67]=[C:66]([F:70])[C:65]=2[F:71])[N:55]=1, predict the reaction product. The product is: [F:71][C:65]1[C:66]([F:70])=[CH:67][CH:68]=[CH:69][C:64]=1[CH2:63][S:62][C:56]1[N:55]=[C:54]([NH:12][S:9]([C:6]2[CH:5]=[CH:4][C:3]([CH2:2][NH2:1])=[CH:8][CH:7]=2)(=[O:10])=[O:11])[CH:59]=[C:58]([O:60][CH3:61])[N:57]=1. (2) Given the reactants [CH3:1][O:2][C:3](=[O:16])[C:4]1[CH:9]=[CH:8][C:7]([CH:10](O)[CH2:11][CH:12]([CH3:14])[CH3:13])=[CH:6][CH:5]=1.N(C(N1CCCCC1)=O)=NC(N1CCCCC1)=O.C(P(CCCC)CCCC)CCC.[Br:48][C:49]1[CH:54]=[CH:53][C:52]([SH:55])=[CH:51][CH:50]=1, predict the reaction product. The product is: [CH3:1][O:2][C:3](=[O:16])[C:4]1[CH:9]=[CH:8][C:7]([CH:10]([S:55][C:52]2[CH:53]=[CH:54][C:49]([Br:48])=[CH:50][CH:51]=2)[CH2:11][CH:12]([CH3:14])[CH3:13])=[CH:6][CH:5]=1. (3) Given the reactants [Cl:1][C:2]1[CH:7]=[CH:6][C:5]([F:8])=[CH:4][C:3]=1[C@H:9]1[CH2:13][CH2:12][CH2:11][N:10]1[C:14]1[CH:19]=[CH:18][N:17]2[N:20]=[CH:21][C:22]([NH2:23])=[C:16]2[N:15]=1.[C:24]([O:28][C:29]([N:31]1[CH2:36][CH2:35][C:34]([CH3:40])([C:37](O)=[O:38])[CH2:33][CH2:32]1)=[O:30])([CH3:27])([CH3:26])[CH3:25].CN(C(ON1N=NC2C=CC=NC1=2)=[N+](C)C)C.F[P-](F)(F)(F)(F)F.CCN(C(C)C)C(C)C, predict the reaction product. The product is: [Cl:1][C:2]1[CH:7]=[CH:6][C:5]([F:8])=[CH:4][C:3]=1[C@H:9]1[CH2:13][CH2:12][CH2:11][N:10]1[C:14]1[CH:19]=[CH:18][N:17]2[N:20]=[CH:21][C:22]([NH:23][C:37]([C:34]3([CH3:40])[CH2:35][CH2:36][N:31]([C:29]([O:28][C:24]([CH3:27])([CH3:26])[CH3:25])=[O:30])[CH2:32][CH2:33]3)=[O:38])=[C:16]2[N:15]=1.